Dataset: Forward reaction prediction with 1.9M reactions from USPTO patents (1976-2016). Task: Predict the product of the given reaction. (1) Given the reactants [CH2:1]([NH2:4])[CH2:2][NH2:3].C(O[C:8](=[O:13])[C:9](Br)([CH3:11])[CH3:10])C.[OH-].[K+], predict the reaction product. The product is: [CH3:11][C:9]1([CH3:10])[NH:4][CH2:1][CH2:2][NH:3][C:8]1=[O:13]. (2) Given the reactants [Cl:1][C:2]1[CH:7]=[CH:6][CH:5]=[C:4]([Cl:8])[C:3]=1[NH:9][C:10]([NH:12][C:13]1[CH:17]=[C:16]([C:18]2[CH:23]=[CH:22][N:21]=[CH:20][CH:19]=2)[S:15][C:14]=1[C:24](O)=[O:25])=[O:11].CN(C(ON1N=NC2C=CC=NC1=2)=[N+](C)C)C.F[P-](F)(F)(F)(F)F.CCN(C(C)C)C(C)C.Cl.[NH2:61][C@@H:62]([CH:67]1[CH2:72][CH2:71][CH2:70][CH2:69][CH2:68]1)[C:63]([O:65][CH3:66])=[O:64], predict the reaction product. The product is: [CH:67]1([C@H:62]([NH:61][C:24]([C:14]2[S:15][C:16]([C:18]3[CH:23]=[CH:22][N:21]=[CH:20][CH:19]=3)=[CH:17][C:13]=2[NH:12][C:10]([NH:9][C:3]2[C:2]([Cl:1])=[CH:7][CH:6]=[CH:5][C:4]=2[Cl:8])=[O:11])=[O:25])[C:63]([O:65][CH3:66])=[O:64])[CH2:72][CH2:71][CH2:70][CH2:69][CH2:68]1. (3) Given the reactants [F:1][CH:2]([F:17])[O:3][C:4]1[CH:9]=[C:8]([N+:10]([O-])=O)[CH:7]=[C:6]([S:13]([CH3:16])(=[O:15])=[O:14])[CH:5]=1, predict the reaction product. The product is: [F:17][CH:2]([F:1])[O:3][C:4]1[CH:9]=[C:8]([NH2:10])[CH:7]=[C:6]([S:13]([CH3:16])(=[O:15])=[O:14])[CH:5]=1. (4) The product is: [N:31]1([CH:37]2[CH2:42][CH2:41][N:40]([CH2:43][CH2:44][CH2:45][NH:46][C:22](=[O:24])[C:21]3[CH:20]=[CH:19][C:18]([S:15](=[O:17])(=[O:16])[NH:14][C:9]4[CH:10]=[CH:11][CH:12]=[CH:13][C:8]=4[O:7][C:6]4[CH:27]=[CH:28][C:3]([C:2]([F:1])([F:29])[F:30])=[CH:4][CH:5]=4)=[CH:26][CH:25]=3)[CH2:39][CH2:38]2)[CH2:36][CH2:35][CH2:34][CH2:33][CH2:32]1. Given the reactants [F:1][C:2]([F:30])([F:29])[C:3]1[CH:28]=[CH:27][C:6]([O:7][C:8]2[CH:13]=[CH:12][CH:11]=[CH:10][C:9]=2[NH:14][S:15]([C:18]2[CH:26]=[CH:25][C:21]([C:22]([OH:24])=O)=[CH:20][CH:19]=2)(=[O:17])=[O:16])=[CH:5][CH:4]=1.[N:31]1([CH:37]2[CH2:42][CH2:41][N:40]([CH2:43][CH2:44][CH2:45][NH:46]C(=O)C3C=CC(S(=O)(=O)NC4C=CC=CC=4OC4C=CC(Cl)=CC=4Cl)=CC=3)[CH2:39][CH2:38]2)[CH2:36][CH2:35][CH2:34][CH2:33][CH2:32]1, predict the reaction product. (5) The product is: [Al+3:30].[CH2:34]([P:36]([O-:38])[O-:37])[CH3:35].[CH2:41]([P:43]([O-:45])[O-:44])[CH3:42].[CH2:48]([P:50]([O-:52])[O-:51])[CH3:49].[Al+3:30]. Given the reactants O.[PH2]([O-])=O.[Na+].C=C.Cl.N(C(C(=N)N)(C)C)=NC(C(=N)N)(C)C.O.O.O.O.O.O.[Cl-].[Al+3:30].[Cl-].[Cl-].[Al+3].[CH2:34]([P:36](CC)(=[O:38])[O-:37])[CH3:35].[CH2:41]([P:43](CC)(=[O:45])[O-:44])[CH3:42].[CH2:48]([P:50](CC)(=[O:52])[O-:51])[CH3:49], predict the reaction product. (6) Given the reactants [OH:1][C@@H:2]([C@H:4]1[C:24](=[O:25])[N:6]2[C:7]([C:21]([O-:23])=[O:22])=[C:8]([S:11]/[CH:12]=[CH:13]\[C:14]3[S:18][CH:17]=[N:16][C:15]=3[CH2:19][OH:20])[C@H:9]([CH3:10])[C@H:5]12)[CH3:3].[Na+].[CH3:27][O:28][C:29]([O:31][CH2:32]I)=[O:30], predict the reaction product. The product is: [OH:1][C@@H:2]([C@H:4]1[C:24](=[O:25])[N:6]2[C:7]([C:21]([O:23][CH2:27][O:28][C:29]([O:31][CH3:32])=[O:30])=[O:22])=[C:8]([S:11]/[CH:12]=[CH:13]\[C:14]3[S:18][CH:17]=[N:16][C:15]=3[CH2:19][OH:20])[C@H:9]([CH3:10])[C@H:5]12)[CH3:3].